This data is from Full USPTO retrosynthesis dataset with 1.9M reactions from patents (1976-2016). The task is: Predict the reactants needed to synthesize the given product. (1) Given the product [C:9]([O:8][C:6](=[O:7])[NH:5][CH2:4][C:3]([NH:14][NH2:15])=[O:2])([CH3:12])([CH3:11])[CH3:10], predict the reactants needed to synthesize it. The reactants are: C[O:2][C:3](=O)[CH2:4][NH:5][C:6]([O:8][C:9]([CH3:12])([CH3:11])[CH3:10])=[O:7].[NH2:14][NH2:15]. (2) Given the product [CH3:23][O:24][CH2:25][C@@H:26]1[C@@H:31]2[CH2:32][CH2:33][C@@H:28]([C@H:29]([O:34][C:35]3[CH:40]=[CH:39][C:38]([C:41]([F:44])([F:42])[F:43])=[CH:37][N:36]=3)[CH2:30]2)[NH:27]1, predict the reactants needed to synthesize it. The reactants are: Cl.FC(F)(F)C1C=CC(O[C@H]2[C@@H]3CC[C@@H]([C@@H](CO)N3)C2)=NC=1.[CH3:23][O:24][CH2:25][C@@H:26]1[C@@H:31]2[CH2:32][CH2:33][C@@H:28]([C@H:29]([O:34][C:35]3[CH:40]=[CH:39][C:38]([C:41]([F:44])([F:43])[F:42])=[CH:37][N:36]=3)[CH2:30]2)[N:27]1C(OC(C)(C)C)=O. (3) The reactants are: [C:1]([O:4][C@@H:5]1[C@@H:10]([O:11][C:12](=[O:14])[CH3:13])[C@H:9]([O:15][C:16](=[O:18])[CH3:17])[CH2:8][S:7][CH:6]1Br)(=[O:3])[CH3:2].[OH:20][C:21]1[C:29]2[O:28][CH:27]=[CH:26][C:25]=2[CH:24]=[CH:23][CH:22]=1. Given the product [C:1]([O:4][C@@H:5]1[C@@H:10]([O:11][C:12](=[O:14])[CH3:13])[C@H:9]([O:15][C:16](=[O:18])[CH3:17])[CH2:8][S:7][C@H:6]1[O:20][C:21]1[C:29]2[O:28][CH:27]=[CH:26][C:25]=2[CH:24]=[CH:23][CH:22]=1)(=[O:3])[CH3:2], predict the reactants needed to synthesize it. (4) The reactants are: ClC(Cl)(Cl)CO[C:5](=[O:24])[NH:6][C:7]1[N:8]([C:16]2[CH:21]=[CH:20][C:19]([CH2:22][OH:23])=[CH:18][CH:17]=2)[N:9]=[C:10]([C:12]([CH3:15])([CH3:14])[CH3:13])[CH:11]=1.[CH2:27]([O:30][CH:31]1[CH2:36][CH2:35][N:34]([C:37]2[N:41]3[CH:42]=[C:43]([O:46][C@H:47]4[C:56]5[C:51](=[CH:52][CH:53]=[CH:54][CH:55]=5)[C@@H:50]([NH2:57])[CH2:49][CH2:48]4)[CH:44]=[CH:45][C:40]3=[N:39][N:38]=2)[CH2:33][CH2:32]1)[CH:28]=[CH2:29].CCN(C(C)C)C(C)C. Given the product [CH2:27]([O:30][CH:31]1[CH2:36][CH2:35][N:34]([C:37]2[N:41]3[CH:42]=[C:43]([O:46][C@H:47]4[C:56]5[C:51](=[CH:52][CH:53]=[CH:54][CH:55]=5)[C@@H:50]([NH:57][C:5]([NH:6][C:7]5[N:8]([C:16]6[CH:21]=[CH:20][C:19]([CH2:22][OH:23])=[CH:18][CH:17]=6)[N:9]=[C:10]([C:12]([CH3:14])([CH3:15])[CH3:13])[CH:11]=5)=[O:24])[CH2:49][CH2:48]4)[CH:44]=[CH:45][C:40]3=[N:39][N:38]=2)[CH2:33][CH2:32]1)[CH:28]=[CH2:29], predict the reactants needed to synthesize it. (5) Given the product [CH2:20]([N:12]1[C:11](=[O:14])[C:10]([C:15]([O:17][CH3:18])=[O:16])=[CH:9][C:8]([C:5]2[CH:6]=[CH:7][C:2]([F:1])=[C:3]([CH3:19])[CH:4]=2)=[N:13]1)[C:21]1[CH:26]=[CH:25][CH:24]=[CH:23][CH:22]=1, predict the reactants needed to synthesize it. The reactants are: [F:1][C:2]1[CH:7]=[CH:6][C:5]([C:8]2[CH:9]=[C:10]([C:15]([O:17][CH3:18])=[O:16])[C:11](=[O:14])[NH:12][N:13]=2)=[CH:4][C:3]=1[CH3:19].[CH2:20](Cl)[C:21]1[CH:26]=[CH:25][CH:24]=[CH:23][CH:22]=1.